Dataset: Catalyst prediction with 721,799 reactions and 888 catalyst types from USPTO. Task: Predict which catalyst facilitates the given reaction. (1) Reactant: [Cl:1][C:2]1[CH:7]=[CH:6][C:5]([C:8]2[CH:12]([C:13]3[CH:18]=[CH:17][CH:16]=[CH:15][CH:14]=3)[CH2:11][NH:10][N:9]=2)=[CH:4][CH:3]=1.[CH3:19][S:20][C:21](=[N:24][S:25]([C:28]1[CH:33]=[CH:32][C:31]([Cl:34])=[CH:30][CH:29]=1)(=[O:27])=[O:26])SC.C(N(CC)CC)C. Product: [CH3:19][S:20][C:21]([N:10]1[CH2:11][CH:12]([C:13]2[CH:14]=[CH:15][CH:16]=[CH:17][CH:18]=2)[C:8]([C:5]2[CH:4]=[CH:3][C:2]([Cl:1])=[CH:7][CH:6]=2)=[N:9]1)=[N:24][S:25]([C:28]1[CH:33]=[CH:32][C:31]([Cl:34])=[CH:30][CH:29]=1)(=[O:26])=[O:27]. The catalyst class is: 10. (2) Reactant: [Cl:1][C:2]1[C:20]([Cl:21])=[CH:19][C:5]2[NH:6][C:7]([CH2:9][N:10]([CH3:18])[C:11](=[O:17])[O:12][C:13]([CH3:16])([CH3:15])[CH3:14])=[N:8][C:4]=2[CH:3]=1.CN(C=O)C.Br[CH2:28][C:29]([O:31][CH2:32][CH3:33])=[O:30].C([O-])([O-])=O.[K+].[K+]. Product: [C:13]([O:12][C:11]([N:10]([CH2:9][C:7]1[N:6]([CH2:28][C:29]([O:31][CH2:32][CH3:33])=[O:30])[C:5]2[CH:19]=[C:20]([Cl:21])[C:2]([Cl:1])=[CH:3][C:4]=2[N:8]=1)[CH3:18])=[O:17])([CH3:16])([CH3:14])[CH3:15]. The catalyst class is: 25. (3) The catalyst class is: 65. Reactant: [OH:1][C:2]1[CH:7]=[CH:6][C:5]([F:8])=[CH:4][N:3]=1.[N+:9]([O-])([OH:11])=[O:10]. Product: [OH:1][C:2]1[C:7]([N+:9]([O-:11])=[O:10])=[CH:6][C:5]([F:8])=[CH:4][N:3]=1. (4) The catalyst class is: 780. Reactant: [F:1][C:2]1[CH:3]=[C:4]([B:11]([OH:13])[OH:12])[CH:5]=[CH:6][C:7]=1[C:8]([OH:10])=[O:9].O[C:15]([C:18](O)([CH3:20])[CH3:19])([CH3:17])[CH3:16]. Product: [F:1][C:2]1[CH:3]=[C:4]([B:11]2[O:13][C:18]([CH3:20])([CH3:19])[C:15]([CH3:17])([CH3:16])[O:12]2)[CH:5]=[CH:6][C:7]=1[C:8]([OH:10])=[O:9]. (5) Reactant: [CH:1]1([NH:6][C:7]([NH:9][C@:10]([C:29]2[CH:34]=[CH:33][C:32]([F:35])=[C:31]([OH:36])[CH:30]=2)([C:18]2[CH:23]=[C:22]([C:24]([F:27])([F:26])[F:25])[CH:21]=[C:20]([F:28])[CH:19]=2)[CH2:11][C:12]2[CH:17]=[CH:16][CH:15]=[CH:14][CH:13]=2)=[O:8])[CH2:5][CH2:4][CH2:3][CH2:2]1.C([O-])([O-])=O.[K+].[K+].[CH3:43][C:44]1([CH3:47])[CH2:46][O:45]1. Product: [CH:1]1([NH:6][C:7]([NH:9][C@:10]([C:29]2[CH:34]=[CH:33][C:32]([F:35])=[C:31]([O:36][CH2:43][C:44]([OH:45])([CH3:47])[CH3:46])[CH:30]=2)([C:18]2[CH:23]=[C:22]([C:24]([F:25])([F:27])[F:26])[CH:21]=[C:20]([F:28])[CH:19]=2)[CH2:11][C:12]2[CH:13]=[CH:14][CH:15]=[CH:16][CH:17]=2)=[O:8])[CH2:2][CH2:3][CH2:4][CH2:5]1. The catalyst class is: 3. (6) Reactant: [Cl:1][C:2]1[CH:3]=[C:4]([NH:8][C:9]([N:11]2[CH2:16][CH2:15][C:14]3[NH:17][N:18]=[C:19]([C:20]([N:22]4[CH2:26][CH:25](O)[CH2:24][O:23]4)=[O:21])[C:13]=3[CH2:12]2)=[O:10])[CH:5]=[CH:6][CH:7]=1.CCN(S(F)(F)[F:34])CC.O. Product: [Cl:1][C:2]1[CH:3]=[C:4]([NH:8][C:9]([N:11]2[CH2:16][CH2:15][C:14]3[NH:17][N:18]=[C:19]([C:20]([N:22]4[CH2:26][CH:25]([F:34])[CH2:24][O:23]4)=[O:21])[C:13]=3[CH2:12]2)=[O:10])[CH:5]=[CH:6][CH:7]=1. The catalyst class is: 2.